From a dataset of NCI-60 drug combinations with 297,098 pairs across 59 cell lines. Regression. Given two drug SMILES strings and cell line genomic features, predict the synergy score measuring deviation from expected non-interaction effect. Drug 1: CCCS(=O)(=O)NC1=C(C(=C(C=C1)F)C(=O)C2=CNC3=C2C=C(C=N3)C4=CC=C(C=C4)Cl)F. Drug 2: CC1=CC=C(C=C1)C2=CC(=NN2C3=CC=C(C=C3)S(=O)(=O)N)C(F)(F)F. Cell line: A549. Synergy scores: CSS=10.4, Synergy_ZIP=0.125, Synergy_Bliss=5.61, Synergy_Loewe=1.81, Synergy_HSA=3.26.